This data is from NCI-60 drug combinations with 297,098 pairs across 59 cell lines. The task is: Regression. Given two drug SMILES strings and cell line genomic features, predict the synergy score measuring deviation from expected non-interaction effect. (1) Drug 1: CN(CCCl)CCCl.Cl. Synergy scores: CSS=46.9, Synergy_ZIP=3.89, Synergy_Bliss=3.44, Synergy_Loewe=-14.6, Synergy_HSA=3.17. Cell line: MOLT-4. Drug 2: C1C(C(OC1N2C=NC3=C2NC=NCC3O)CO)O. (2) Drug 1: CCC1(CC2CC(C3=C(CCN(C2)C1)C4=CC=CC=C4N3)(C5=C(C=C6C(=C5)C78CCN9C7C(C=CC9)(C(C(C8N6C)(C(=O)OC)O)OC(=O)C)CC)OC)C(=O)OC)O.OS(=O)(=O)O. Drug 2: CC1=C(C=C(C=C1)C(=O)NC2=CC(=CC(=C2)C(F)(F)F)N3C=C(N=C3)C)NC4=NC=CC(=N4)C5=CN=CC=C5. Cell line: OVCAR-5. Synergy scores: CSS=-1.48, Synergy_ZIP=2.83, Synergy_Bliss=4.67, Synergy_Loewe=-0.746, Synergy_HSA=0.858. (3) Drug 1: CC1C(C(=O)NC(C(=O)N2CCCC2C(=O)N(CC(=O)N(C(C(=O)O1)C(C)C)C)C)C(C)C)NC(=O)C3=C4C(=C(C=C3)C)OC5=C(C(=O)C(=C(C5=N4)C(=O)NC6C(OC(=O)C(N(C(=O)CN(C(=O)C7CCCN7C(=O)C(NC6=O)C(C)C)C)C)C(C)C)C)N)C. Drug 2: C#CCC(CC1=CN=C2C(=N1)C(=NC(=N2)N)N)C3=CC=C(C=C3)C(=O)NC(CCC(=O)O)C(=O)O. Cell line: SN12C. Synergy scores: CSS=22.1, Synergy_ZIP=-0.470, Synergy_Bliss=4.18, Synergy_Loewe=-7.32, Synergy_HSA=-2.30. (4) Drug 1: CN(C)N=NC1=C(NC=N1)C(=O)N. Drug 2: CCC1=C2CN3C(=CC4=C(C3=O)COC(=O)C4(CC)O)C2=NC5=C1C=C(C=C5)O. Cell line: RXF 393. Synergy scores: CSS=21.5, Synergy_ZIP=-5.93, Synergy_Bliss=-2.49, Synergy_Loewe=-31.0, Synergy_HSA=-1.86. (5) Drug 1: CC(C1=C(C=CC(=C1Cl)F)Cl)OC2=C(N=CC(=C2)C3=CN(N=C3)C4CCNCC4)N. Drug 2: C(CCl)NC(=O)N(CCCl)N=O. Cell line: SNB-19. Synergy scores: CSS=3.57, Synergy_ZIP=-1.65, Synergy_Bliss=-0.524, Synergy_Loewe=-4.35, Synergy_HSA=-2.35. (6) Drug 1: C1CCC(C1)C(CC#N)N2C=C(C=N2)C3=C4C=CNC4=NC=N3. Drug 2: CCC1(CC2CC(C3=C(CCN(C2)C1)C4=CC=CC=C4N3)(C5=C(C=C6C(=C5)C78CCN9C7C(C=CC9)(C(C(C8N6C)(C(=O)OC)O)OC(=O)C)CC)OC)C(=O)OC)O.OS(=O)(=O)O. Cell line: SK-MEL-2. Synergy scores: CSS=22.7, Synergy_ZIP=1.39, Synergy_Bliss=0.527, Synergy_Loewe=-51.8, Synergy_HSA=-3.71.